Dataset: Reaction yield outcomes from USPTO patents with 853,638 reactions. Task: Predict the reaction yield, written as a fraction of the theoretical maximum amount of product (1.0 means a 100% yield; for example, 0.34 means a 34% yield). (1) The reactants are O.C1(P(C2C=CC=CC=2)C2C=CC=CC=2)C=CC=CC=1.[CH3:21][C@@H:22]1[CH:31]=[CH:30][CH2:29][C:24]2([CH2:28][CH2:27][CH2:26][CH2:25]2)[C@H:23]1[C:32](=[O:36])/[CH:33]=[CH:34]/[CH3:35]. The catalyst is C1C=CC=CC=1. The product is [CH3:21][C@@H:22]1[CH:31]=[CH:30][CH2:29][C:24]2([CH2:28][CH2:27][CH2:26][CH2:25]2)[C@H:23]1[C:32](=[O:36])[CH2:33][CH2:34][CH3:35]. The yield is 0.400. (2) The reactants are [CH2:1]([C@H:8]1[CH2:12][O:11][C:10](=[O:13])[N:9]1[C:14](=[O:25])[CH2:15][CH2:16][CH2:17][CH2:18][C:19]1[CH:24]=[CH:23][CH:22]=[CH:21][CH:20]=1)[C:2]1[CH:7]=[CH:6][CH:5]=[CH:4][CH:3]=1.[CH3:26][Si]([N-][Si](C)(C)C)(C)C.[Li+].IC.OS([O-])(=O)=O.[K+]. The catalyst is C1COCC1. The product is [CH2:1]([C@H:8]1[CH2:12][O:11][C:10](=[O:13])[N:9]1[C:14](=[O:25])[C@@H:15]([CH3:26])[CH2:16][CH2:17][CH2:18][C:19]1[CH:24]=[CH:23][CH:22]=[CH:21][CH:20]=1)[C:2]1[CH:3]=[CH:4][CH:5]=[CH:6][CH:7]=1. The yield is 0.436.